From a dataset of Catalyst prediction with 721,799 reactions and 888 catalyst types from USPTO. Predict which catalyst facilitates the given reaction. (1) Reactant: [Cl:1][C:2]1[CH:7]=[CH:6][C:5]([C:8]2[CH:13]=[CH:12][N:11]([CH2:14][CH2:15][C@@:16]([CH3:31])([S:27]([CH3:30])(=[O:29])=[O:28])[C:17]([NH:19][O:20]C3CCCCO3)=[O:18])[C:10](=[O:32])[CH:9]=2)=[C:4]([F:33])[C:3]=1[F:34].CC1C=CC(S([O-])(=O)=O)=CC=1.C1C=C[NH+]=CC=1. Product: [Cl:1][C:2]1[CH:7]=[CH:6][C:5]([C:8]2[CH:13]=[CH:12][N:11]([CH2:14][CH2:15][C@@:16]([CH3:31])([S:27]([CH3:30])(=[O:28])=[O:29])[C:17]([NH:19][OH:20])=[O:18])[C:10](=[O:32])[CH:9]=2)=[C:4]([F:33])[C:3]=1[F:34]. The catalyst class is: 40. (2) Reactant: [Cl:1][C:2]1[CH:3]=[C:4]([CH:9]([NH2:14])[C:10]([F:13])([F:12])[F:11])[CH:5]=[CH:6][C:7]=1[Cl:8].[C:15](Cl)(=[O:26])[O:16][C:17]1[CH:22]=[CH:21][C:20]([N+:23]([O-:25])=[O:24])=[CH:19][CH:18]=1.N1C=CC=CC=1.O. Product: [Cl:1][C:2]1[CH:3]=[C:4]([CH:9]([NH:14][C:15](=[O:26])[O:16][C:17]2[CH:18]=[CH:19][C:20]([N+:23]([O-:25])=[O:24])=[CH:21][CH:22]=2)[C:10]([F:11])([F:12])[F:13])[CH:5]=[CH:6][C:7]=1[Cl:8]. The catalyst class is: 2. (3) Reactant: [CH3:1][O:2][C:3]([C:5]1[N:10]2[CH:11]=[C:12]([C@@H:14]([NH:16][C:17]([O:19][CH2:20][C:21]3[CH:26]=[CH:25][CH:24]=[CH:23][CH:22]=3)=[O:18])[CH3:15])[N:13]=[C:9]2[CH:8]=[CH:7][CH:6]=1)=[O:4].[I:27]N1C(=O)CCC1=O. Product: [CH2:20]([O:19][C:17]([NH:16][C@H:14]([C:12]1[N:13]=[C:9]2[CH:8]=[CH:7][CH:6]=[C:5]([C:3]([O:2][CH3:1])=[O:4])[N:10]2[C:11]=1[I:27])[CH3:15])=[O:18])[C:21]1[CH:26]=[CH:25][CH:24]=[CH:23][CH:22]=1. The catalyst class is: 47. (4) Product: [C:3]([N:6]1[C:15]2[C:10](=[CH:11][C:12]([C:16]([OH:18])=[O:17])=[CH:13][CH:14]=2)[C@H:9]([NH:21][C:22]2[S:23][C:24]([C:27]#[N:28])=[CH:25][CH:26]=2)[C@@H:8]([CH3:29])[C@@H:7]1[CH:30]1[CH2:31][CH2:32]1)(=[O:5])[CH3:4]. The catalyst class is: 132. Reactant: [OH-].[Li+].[C:3]([N:6]1[C:15]2[C:10](=[CH:11][C:12]([C:16]([O:18]CC)=[O:17])=[CH:13][CH:14]=2)[C@H:9]([NH:21][C:22]2[S:23][C:24]([C:27]#[N:28])=[CH:25][CH:26]=2)[C@@H:8]([CH3:29])[C@@H:7]1[CH:30]1[CH2:32][CH2:31]1)(=[O:5])[CH3:4].Cl. (5) Reactant: [CH2:1]([O:8][C@H:9]1[CH2:13][NH:12][C@H:11]([C:14]([OH:16])=[O:15])[CH2:10]1)[C:2]1[CH:7]=[CH:6][CH:5]=[CH:4][CH:3]=1.C(O)(C(F)(F)F)=O.C(=O)([O-])[O-].[K+].[K+].[C:30](Cl)(=[O:46])[O:31][CH2:32][CH:33]1[C:45]2[CH:44]=[CH:43][CH:42]=[CH:41][C:40]=2[C:39]2[C:34]1=[CH:35][CH:36]=[CH:37][CH:38]=2. Product: [CH:44]1[C:45]2[CH:33]([CH2:32][O:31][C:30]([N:12]3[CH2:13][C@H:9]([O:8][CH2:1][C:2]4[CH:7]=[CH:6][CH:5]=[CH:4][CH:3]=4)[CH2:10][C@H:11]3[C:14]([OH:16])=[O:15])=[O:46])[C:34]3[C:39](=[CH:38][CH:37]=[CH:36][CH:35]=3)[C:40]=2[CH:41]=[CH:42][CH:43]=1. The catalyst class is: 38. (6) Reactant: [O:1]1[C:5]2[CH:6]=[C:7]([C:10]([O:12][CH3:13])=[O:11])[CH:8]=[CH:9][C:4]=2[CH:3]=[CH:2]1. Product: [O:1]1[C:5]2[CH:6]=[C:7]([C:10]([O:12][CH3:13])=[O:11])[CH:8]=[CH:9][C:4]=2[CH2:3][CH2:2]1. The catalyst class is: 19. (7) Reactant: [CH3:1][N:2]([C:26]1[CH:31]=[CH:30][CH:29]=[CH:28][CH:27]=1)[S:3]([C:6]1[CH:25]=[CH:24][C:9]2[N:10]([CH3:23])[C:11]([CH2:13][O:14][C:15]3[CH:20]=[CH:19][C:18]([C:21]#[N:22])=[CH:17][CH:16]=3)=[N:12][C:8]=2[CH:7]=1)(=[O:5])=[O:4].[ClH:32].C(O)C.C(=O)([O-])[O-].[NH4+:40].[NH4+]. Product: [ClH:32].[CH3:1][N:2]([C:26]1[CH:31]=[CH:30][CH:29]=[CH:28][CH:27]=1)[S:3]([C:6]1[CH:25]=[CH:24][C:9]2[N:10]([CH3:23])[C:11]([CH2:13][O:14][C:15]3[CH:16]=[CH:17][C:18]([C:21](=[NH:40])[NH2:22])=[CH:19][CH:20]=3)=[N:12][C:8]=2[CH:7]=1)(=[O:4])=[O:5]. The catalyst class is: 5. (8) Reactant: [Cl:1][C:2]1[C:3]([NH:8][CH2:9][C:10]([C@H:12]2[C@H:19]3[C@H:15]([O:16][C:17]([CH3:21])([CH3:20])[O:18]3)[C:14]([CH2:22][O:23][C:24]([C:37]3[CH:42]=[CH:41][CH:40]=[CH:39][CH:38]=3)([C:31]3[CH:36]=[CH:35][CH:34]=[CH:33][CH:32]=3)[C:25]3[CH:30]=[CH:29][CH:28]=[CH:27][CH:26]=3)=[CH:13]2)=O)=[N:4][CH:5]=[CH:6][N:7]=1.N1C=CC=CC=1.C(O)(C(F)(F)F)=O.C(OC(C(F)(F)F)=O)(C(F)(F)F)=O. Product: [Cl:1][C:2]1[C:3]2[N:4]([C:10]([C@H:12]3[C@H:19]4[C@H:15]([O:16][C:17]([CH3:20])([CH3:21])[O:18]4)[C:14]([CH2:22][O:23][C:24]([C:25]4[CH:30]=[CH:29][CH:28]=[CH:27][CH:26]=4)([C:31]4[CH:36]=[CH:35][CH:34]=[CH:33][CH:32]=4)[C:37]4[CH:42]=[CH:41][CH:40]=[CH:39][CH:38]=4)=[CH:13]3)=[CH:9][N:8]=2)[CH:5]=[CH:6][N:7]=1. The catalyst class is: 11. (9) Reactant: [OH:1][C:2]1[CH:10]=[C:9]([CH2:11][CH2:12][CH2:13][CH2:14][CH3:15])[CH:8]=[C:7]([OH:16])[C:3]=1[C:4]([OH:6])=[O:5].[N+](=[CH2:19])=[N-]. Product: [OH:1][C:2]1[CH:10]=[C:9]([CH2:11][CH2:12][CH2:13][CH2:14][CH3:15])[CH:8]=[C:7]([OH:16])[C:3]=1[C:4]([O:6][CH3:19])=[O:5]. The catalyst class is: 28.